From a dataset of Experimentally validated miRNA-target interactions with 360,000+ pairs, plus equal number of negative samples. Binary Classification. Given a miRNA mature sequence and a target amino acid sequence, predict their likelihood of interaction. (1) The miRNA is mmu-miR-3085-3p with sequence UCUGGCUGCUAUGGCCCCCUC. The protein sequence of the target gene is MASVRIREAKEGDCGDILRLIRELAEFEKLSDQVKISEEALRADGFGDNPFYHCLVAEILPAPGKLLGPCVVGYGIYYFIYSTWKGRTIYLEDIYVMPEYRGQGIGSKIIKKVAEVALDKGCSQFRLAVLDWNQRAMDLYKALGAQDLTEAEGWHFFCFQGEATRKLAGK. Result: 0 (no interaction). (2) The miRNA is hsa-miR-4318 with sequence CACUGUGGGUACAUGCU. The protein sequence of the target gene is MLGKGVVGGGGGTKAPKPSFVSYVRPEEIHTNEKEVTEKEVTLHLLPGEQLLCEASTVLKYVQEDSCQHGVYGRLVCTDFKIAFLGDDESALDNDETQFKNKVIGENDITLHCVDQIYGVFDEKKKTLFGQLKKYPEKLIIHCKDLRVFQFCLRYTKEEEVKRIVSGIIHHTQAPKLLKRLFLFSYATAAQNNTVTDPKNHTVMFDTLKDWCWELERTKGNMKYKAVSVNEGYKVCERLPAYFVVPTPLPEENVQRFQGHGIPIWCWSCHNGSALLKMSALPKEQDDGILQIQKSFLDGI.... Result: 0 (no interaction). (3) The miRNA is hsa-miR-3613-3p with sequence ACAAAAAAAAAAGCCCAACCCUUC. The protein sequence of the target gene is MNPTLGLAIFLAVLLTVKGLLKPSFSPRNYKALSEVQGWKQRMAAKELARQNMDLGFKLLKKLAFYNPGRNIFLSPLSISTAFSMLCLGAQDSTLDEIKQGFNFRKMPEKDLHEGFHYIIHELTQKTQDLKLSIGNTLFIDQRLQPQRKFLEDAKNFYSAETILTNFQNLEMAQKQINDFISQKTHGKINNLIENIDPGTVMLLANYIFFRARWKHEFDPNVTKEEDFFLEKNSSVKVPMMFRSGIYQVGYDDKLSCTILEIPYQKNITAIFILPDEGKLKHLEKGLQVDTFSRWKTLLS.... Result: 0 (no interaction). (4) The miRNA is hsa-miR-485-5p with sequence AGAGGCUGGCCGUGAUGAAUUC. The protein sequence of the target gene is MGCRDVHAATVLSFLCGIASVAGLFAGTLLPNWRKLRLITFNRNEKNLTVYTGLWVKCARYDGSSDCLMYDTTWYSSVDQLDLRVLQFALPLSMLIAMGALLLCLIGMCNTAFRSSVPNIKLAKCLVNSAGCHLVAGLLFFLAGTVSLSPSIWVIFYNIHLNKKFEPVFSFDYAVYVTIASAGGLFMTSLILFIWYCTCKSLPSPFWQPLYSHPPSMHTYSQPYSARSRLSAIEIDIPVVSHTT. Result: 1 (interaction). (5) The miRNA is hsa-miR-4264 with sequence ACUCAGUCAUGGUCAUU. The protein sequence of the target gene is MSPAAAAAGAGERRRPIASVRDGRGRGCGGPARAVLLGLSLVGLLLYLVPAAAALAWLTVGATAAWWGLSREPRGSRPLSSFVRKARHRRPLSSFVRKARHRRTLFASPLAKSTANGNLLEPRTLLEGPDPAELLLMGSYLGKPGPPQPAAAPEGQDLRDRPGRRPPARPAPRSPPPRSPPPRSPPPSPPTHRAHHVYPSLPTPLLRPSRRPSPRDCGTLPNRFVITPRRRYPIHQAQYSCLGVLPTVCWNGYHKKAVLSPRNSRMVCSPVTVRIAPPDRRFSRSAIPEQIISSTLSSPS.... Result: 0 (no interaction). (6) The miRNA is hsa-miR-382-3p with sequence AAUCAUUCACGGACAACACUU. The protein sequence of the target gene is MDADSLLLSLELASGSGQGLSPDRRASLLTSLMLVKRDYRYDRVLFWGRILGLVADYYIAQGLSEDQLAPRKTLYSLNCTEWSLLPPATEEMVAQSSVVKGRFMGDPSYEYEHTELQKVNEGEKVFEEEIVVQIKEETRLVSVIDQIDKAVAIIPRGALFKTPFGPTHVNRTFEGLSLSEAKKLSSYFHFREPVELKNKTLLEKADLDPSLDFMDSLEHDIPKGSWSIQMERGNALVVLRSLLWPGLTFYHAPRTKNYGYVYVGTGEKNMDLPFML. Result: 0 (no interaction). (7) The miRNA is hsa-miR-376b-5p with sequence CGUGGAUAUUCCUUCUAUGUUU. The protein sequence of the target gene is MANTTGEPEEVSGALSLPSASAYVKLVLLGLIMCVSLAGNAILSLLVLKERALHKAPYYFLLDLCLADGIRSAICFPFVLASVRHGSSWTFSALSCKIVAFMAVLFCFHAAFMLFCISVTRYMAIAHHRFYAKRMTLWTCAAVICMAWTLSVAMAFPPVFDVGTYKFIREEDQCIFEHRYFKANDTLGFMLMLAVLMAATHAVYGKLLLFEYRHRKMKPVQMVPAISQNWTFHGPGATGQAAANWIAGFGRGPMPPTLLGIRQNGHAASRRLLGMDEVKGEKQLGRMFYAITLLFLLLWS.... Result: 0 (no interaction). (8) The miRNA is mmu-miR-376a-3p with sequence AUCGUAGAGGAAAAUCCACGU. The protein sequence of the target gene is MEPEQMLEGQTQVAENPHSEYGLTDNVERIVENEKINAEKSSKQKVDLQSLPTRAYLDQTVVPILLQGLAVLAKERPPNPIEFLASYLLKNKAQFEDRN. Result: 0 (no interaction).